This data is from Full USPTO retrosynthesis dataset with 1.9M reactions from patents (1976-2016). The task is: Predict the reactants needed to synthesize the given product. Given the product [NH:6]1[C:7]2[C:3](=[C:2]([O:1][CH2:16][C@@H:12]3[CH2:13][CH2:14][CH2:15][N:11]3[C:39]([O:41][C:36]([CH3:35])([CH3:31])[CH3:49])=[O:40])[CH:10]=[CH:9][CH:8]=2)[CH:4]=[CH:5]1, predict the reactants needed to synthesize it. The reactants are: [OH:1][C:2]1[CH:10]=[CH:9][CH:8]=[C:7]2[C:3]=1[CH:4]=[CH:5][NH:6]2.[NH:11]1[CH2:15][CH2:14][CH2:13][CH:12]1[CH2:16]O.C1(P([C:31]2[CH:36]=[CH:35]C=CC=2)C2C=CC=CC=2)C=CC=CC=1.N(C(OCC)=O)=N[C:39]([O:41]CC)=[O:40].[CH2:49]1COCC1.